From a dataset of Catalyst prediction with 721,799 reactions and 888 catalyst types from USPTO. Predict which catalyst facilitates the given reaction. (1) Reactant: [CH3:1][N:2]([C@@H:10]1[CH2:14][CH2:13][N:12]([C:15]2[C:16]3[CH:23]=[CH:22][N:21]([CH2:24][O:25][CH2:26][CH2:27][Si:28]([CH3:31])([CH3:30])[CH3:29])[C:17]=3[N:18]=[CH:19][N:20]=2)[CH2:11]1)[C:3]1[CH:8]=[CH:7][C:6]([NH2:9])=[CH:5][N:4]=1.[CH2:32]([S:34](Cl)(=[O:36])=[O:35])[CH3:33].CCN(CC)CC. Product: [CH3:1][N:2]([C@@H:10]1[CH2:14][CH2:13][N:12]([C:15]2[C:16]3[CH:23]=[CH:22][N:21]([CH2:24][O:25][CH2:26][CH2:27][Si:28]([CH3:30])([CH3:29])[CH3:31])[C:17]=3[N:18]=[CH:19][N:20]=2)[CH2:11]1)[C:3]1[N:4]=[CH:5][C:6]([NH:9][S:34]([CH2:32][CH3:33])(=[O:36])=[O:35])=[CH:7][CH:8]=1. The catalyst class is: 2. (2) The catalyst class is: 659. Reactant: Br[C:2]1[C:3]([CH3:9])=[C:4]([CH:6]=[CH:7][CH:8]=1)[NH2:5].[CH3:10][C:11]1[CH:16]=[CH:15][C:14](B(O)O)=[CH:13][CH:12]=1.C(=O)([O-])[O-].[Na+].[Na+]. Product: [CH3:9][C:3]1[C:4]([NH2:5])=[CH:6][CH:7]=[CH:8][C:2]=1[C:14]1[CH:15]=[CH:16][C:11]([CH3:10])=[CH:12][CH:13]=1. (3) Reactant: [Cl:1][C:2]1[CH:7]=[CH:6][CH:5]=[CH:4][C:3]=1[CH:8]1[C:17]2[C:12](=[CH:13][CH:14]=[C:15]([CH3:18])[CH:16]=2)[CH2:11][C:10](=[O:19])[CH2:9]1.S(=O)(=O)(O)O.C[Si]([N:29]=[N+]=[N-])(C)C.C(=O)(O)[O-].[Na+]. Product: [Cl:1][C:2]1[CH:7]=[CH:6][CH:5]=[CH:4][C:3]=1[CH:8]1[CH2:9][NH:29][C:10](=[O:19])[CH2:11][C:12]2[CH:13]=[CH:14][C:15]([CH3:18])=[CH:16][C:17]1=2. The catalyst class is: 4. (4) Reactant: [ClH:1].C(OC([N:9]1[CH2:37][CH2:36][C:12]2([C:16](=[O:17])[N:15]([C:18]3[CH:23]=[CH:22][C:21]([CH:24]4[CH2:29][CH2:28][CH:27]([N:30]5[CH2:34][CH2:33][CH2:32][CH2:31]5)[CH2:26][CH2:25]4)=[CH:20][C:19]=3[F:35])[CH2:14][CH2:13]2)[CH2:11][CH2:10]1)=O)(C)(C)C. Product: [ClH:1].[F:35][C:19]1[CH:20]=[C:21]([CH:24]2[CH2:29][CH2:28][CH:27]([N:30]3[CH2:34][CH2:33][CH2:32][CH2:31]3)[CH2:26][CH2:25]2)[CH:22]=[CH:23][C:18]=1[N:15]1[CH2:14][CH2:13][C:12]2([CH2:11][CH2:10][NH:9][CH2:37][CH2:36]2)[C:16]1=[O:17]. The catalyst class is: 12. (5) Reactant: [CH2:1]([O:3][C:4](=[O:30])[CH:5](CCl)[CH2:6][C:7]1[N:16]=[C:15](O)[C:14]2[C:9](=[CH:10][C:11]([C:18]3[C:23]([C:24]([F:27])([F:26])[F:25])=[CH:22][CH:21]=[CH:20][N:19]=3)=[CH:12][CH:13]=2)[N:8]=1)[CH3:2].O=P(Cl)(Cl)[Cl:33].N1C(C)=CC=CC=1C. Product: [CH2:1]([O:3][C:4](=[O:30])[CH2:5][CH2:6][C:7]1[N:16]=[C:15]([Cl:33])[C:14]2[C:9](=[CH:10][C:11]([C:18]3[C:23]([C:24]([F:25])([F:27])[F:26])=[CH:22][CH:21]=[CH:20][N:19]=3)=[CH:12][CH:13]=2)[N:8]=1)[CH3:2]. The catalyst class is: 22. (6) Reactant: [O:1]1[C:7]2[N:8]=[C:9]([C:12]([O:14][CH:15]([CH3:17])[CH3:16])=[O:13])[CH:10]=[CH:11][C:6]=2[CH2:5][NH:4][CH2:3][CH2:2]1.[CH:18]1([C:24](Cl)=[O:25])[CH2:23][CH2:22][CH2:21][CH2:20][CH2:19]1.CCN(CC)CC. Product: [CH:18]1([C:24]([N:4]2[CH2:5][C:6]3[CH:11]=[CH:10][C:9]([C:12]([O:14][CH:15]([CH3:17])[CH3:16])=[O:13])=[N:8][C:7]=3[O:1][CH2:2][CH2:3]2)=[O:25])[CH2:23][CH2:22][CH2:21][CH2:20][CH2:19]1. The catalyst class is: 2. (7) Reactant: C([N:3]([CH2:6][CH3:7])[CH2:4]C)C.C[C:9]([CH3:14])(C)[C:10]([Cl:12])=O.[Li]CCCC.[CH2:20]([C@H:27]1[CH2:31][O:30][C:29](=[O:32])[NH:28]1)[C:21]1[CH:26]=[CH:25][CH:24]=[CH:23][CH:22]=1.[O:33]1[CH2:37][CH2:36]NC1=O. Product: [CH2:20]([C@H:27]1[CH2:31][O:30][C:29](=[O:32])[N:28]1[C:37](=[O:33])/[CH:36]=[CH:7]/[C:6]1[CH:14]=[CH:9][C:10]([Cl:12])=[CH:4][N:3]=1)[C:21]1[CH:22]=[CH:23][CH:24]=[CH:25][CH:26]=1. The catalyst class is: 7. (8) Reactant: [F:1][C:2]1[CH:10]=[C:9]2[C:5]([CH2:6][C:7](=[O:11])[NH:8]2)=[CH:4][CH:3]=1.[Li+].C[Si]([N-][Si](C)(C)C)(C)C.[CH2:22]1[CH2:26][O:25][CH2:24][CH2:23]1.CC1C(=O)OC[C:29]1=[O:30]. Product: [F:1][C:2]1[CH:10]=[C:9]2[C:5]([C:6](=[C:24]3[CH:23]=[C:22]([O:30][CH3:29])[CH2:26][O:25]3)[C:7](=[O:11])[NH:8]2)=[CH:4][CH:3]=1. The catalyst class is: 1.